From a dataset of Forward reaction prediction with 1.9M reactions from USPTO patents (1976-2016). Predict the product of the given reaction. Given the reactants [Br:1][C:2]1[CH:10]=[CH:9][C:8]([O:11]C)=[CH:7][C:3]=1[C:4]([OH:6])=[O:5].B(Br)(Br)Br.[CH3:17]O.S(=O)(=O)(O)O, predict the reaction product. The product is: [CH3:17][O:6][C:4](=[O:5])[C:3]1[CH:7]=[C:8]([OH:11])[CH:9]=[CH:10][C:2]=1[Br:1].